Predict which catalyst facilitates the given reaction. From a dataset of Catalyst prediction with 721,799 reactions and 888 catalyst types from USPTO. Reactant: [CH3:1][O:2][C:3](=[O:36])[CH2:4][CH2:5][N:6]([C:13](=[O:35])[C:14]1[CH:19]=[CH:18][C:17]([NH:20][CH3:21])=[C:16]([NH:22][C:23](=O)[CH2:24][NH:25][C:26]2[CH:31]=[CH:30][C:29]([C:32]#[N:33])=[CH:28][CH:27]=2)[CH:15]=1)[C:7]1[CH:12]=[CH:11][CH:10]=[CH:9][CH:8]=1. Product: [CH3:1][O:2][C:3](=[O:36])[CH2:4][CH2:5][N:6]([C:13]([C:14]1[CH:19]=[CH:18][C:17]2[N:20]([CH3:21])[C:23]([CH2:24][NH:25][C:26]3[CH:27]=[CH:28][C:29]([C:32]#[N:33])=[CH:30][CH:31]=3)=[N:22][C:16]=2[CH:15]=1)=[O:35])[C:7]1[CH:8]=[CH:9][CH:10]=[CH:11][CH:12]=1. The catalyst class is: 15.